The task is: Predict the product of the given reaction.. This data is from Forward reaction prediction with 1.9M reactions from USPTO patents (1976-2016). (1) Given the reactants CO[C:3](=[O:16])[CH2:4][CH2:5][CH:6]([CH:10]1[CH2:15][CH2:14][CH2:13][CH2:12][CH2:11]1)[N+:7]([O-:9])=[O:8].[CH3:17][N:18]1CN(C)CN(C)[CH2:19]1, predict the reaction product. The product is: [CH:10]1([C:6]2([N+:7]([O-:9])=[O:8])[CH2:17][N:18]([CH3:19])[C:3](=[O:16])[CH2:4][CH2:5]2)[CH2:11][CH2:12][CH2:13][CH2:14][CH2:15]1. (2) Given the reactants Cl.[CH3:2][O:3][C:4](=[O:15])[C@H:5]([CH2:7][C:8]1[CH:13]=[CH:12][C:11]([OH:14])=[CH:10][CH:9]=1)[NH2:6].C(N(CC)CC)C.Cl.[C:24](Cl)(=[O:40])[CH2:25][CH2:26][CH2:27][CH2:28][CH2:29][CH2:30][CH2:31][CH2:32][CH2:33][CH2:34][CH2:35][CH2:36][CH2:37][CH2:38][CH3:39], predict the reaction product. The product is: [OH:14][C:11]1[CH:10]=[CH:9][C:8]([CH2:7][C@H:5]([NH:6][C:24](=[O:40])[CH2:25][CH2:26][CH2:27][CH2:28][CH2:29][CH2:30][CH2:31][CH2:32][CH2:33][CH2:34][CH2:35][CH2:36][CH2:37][CH2:38][CH3:39])[C:4]([O:3][CH3:2])=[O:15])=[CH:13][CH:12]=1. (3) Given the reactants [F:1][C:2]([F:34])([F:33])[O:3][C:4]1[CH:9]=[CH:8][C:7]([S:10]([NH:13][C:14]2[CH:19]=[CH:18][C:17]([C:20]3[C:29]4[C:24](=[CH:25][CH:26]=[C:27]([Cl:30])[CH:28]=4)[CH2:23][CH2:22][N:21]=3)=[CH:16][C:15]=2[O:31][CH3:32])(=[O:12])=[O:11])=[CH:6][CH:5]=1, predict the reaction product. The product is: [F:34][C:2]([F:1])([F:33])[O:3][C:4]1[CH:5]=[CH:6][C:7]([S:10]([NH:13][C:14]2[CH:19]=[CH:18][C:17]([C:20]3[C:29]4[C:24](=[CH:25][CH:26]=[C:27]([Cl:30])[CH:28]=4)[CH:23]=[CH:22][N:21]=3)=[CH:16][C:15]=2[O:31][CH3:32])(=[O:11])=[O:12])=[CH:8][CH:9]=1.